From a dataset of Forward reaction prediction with 1.9M reactions from USPTO patents (1976-2016). Predict the product of the given reaction. Given the reactants [CH:1]([Si:4]([CH:18]([CH3:20])[CH3:19])([CH:15]([CH3:17])[CH3:16])[N:5]1[CH:9]=[CH:8][CH:7]=[C:6]1[C:10]1[S:11][CH:12]=[CH:13][N:14]=1)([CH3:3])[CH3:2].[CH2:21]([Li])CCC.IC.O, predict the reaction product. The product is: [CH3:21][C:12]1[S:11][C:10]([C:6]2[N:5]([Si:4]([CH:1]([CH3:3])[CH3:2])([CH:15]([CH3:17])[CH3:16])[CH:18]([CH3:20])[CH3:19])[CH:9]=[CH:8][CH:7]=2)=[N:14][CH:13]=1.